This data is from Full USPTO retrosynthesis dataset with 1.9M reactions from patents (1976-2016). The task is: Predict the reactants needed to synthesize the given product. The reactants are: [CH3:1][N:2]([CH2:13][C:14]1[NH:18][C:17]2[CH:19]=[CH:20][C:21]([C:23]([OH:25])=O)=[CH:22][C:16]=2[N:15]=1)[CH:3]1[C:12]2[N:11]=[CH:10][CH:9]=[CH:8][C:7]=2[CH2:6][CH2:5][CH2:4]1.O=C1N(P(Cl)(N2CCOC2=O)=O)CCO1.[NH2:41][CH2:42][C:43]1[CH:57]=[CH:56][C:46]([CH2:47][NH:48]C(=O)OC(C)(C)C)=[CH:45][CH:44]=1.C(N(CC)C(C)C)(C)C. Given the product [NH2:41][CH2:42][C:43]1[CH:57]=[CH:56][C:46]([CH2:47][NH:48][C:23]([C:21]2[CH:20]=[CH:19][C:17]3[NH:18][C:14]([CH2:13][N:2]([CH3:1])[CH:3]4[C:12]5[N:11]=[CH:10][CH:9]=[CH:8][C:7]=5[CH2:6][CH2:5][CH2:4]4)=[N:15][C:16]=3[CH:22]=2)=[O:25])=[CH:45][CH:44]=1, predict the reactants needed to synthesize it.